From a dataset of NCI-60 drug combinations with 297,098 pairs across 59 cell lines. Regression. Given two drug SMILES strings and cell line genomic features, predict the synergy score measuring deviation from expected non-interaction effect. (1) Drug 1: CC1=CC2C(CCC3(C2CCC3(C(=O)C)OC(=O)C)C)C4(C1=CC(=O)CC4)C. Drug 2: C1CNP(=O)(OC1)N(CCCl)CCCl. Cell line: HCC-2998. Synergy scores: CSS=-1.95, Synergy_ZIP=2.01, Synergy_Bliss=0.490, Synergy_Loewe=-2.48, Synergy_HSA=-2.44. (2) Drug 1: CNC(=O)C1=CC=CC=C1SC2=CC3=C(C=C2)C(=NN3)C=CC4=CC=CC=N4. Drug 2: C1=NC2=C(N=C(N=C2N1C3C(C(C(O3)CO)O)O)F)N. Cell line: RPMI-8226. Synergy scores: CSS=-9.55, Synergy_ZIP=1.80, Synergy_Bliss=-10.2, Synergy_Loewe=-13.6, Synergy_HSA=-15.2. (3) Drug 1: C1C(C(OC1N2C=NC3=C(N=C(N=C32)Cl)N)CO)O. Drug 2: CC1=C(C=C(C=C1)C(=O)NC2=CC(=CC(=C2)C(F)(F)F)N3C=C(N=C3)C)NC4=NC=CC(=N4)C5=CN=CC=C5. Cell line: OVCAR-4. Synergy scores: CSS=8.76, Synergy_ZIP=-2.79, Synergy_Bliss=3.96, Synergy_Loewe=1.63, Synergy_HSA=1.92.